The task is: Predict the reactants needed to synthesize the given product.. This data is from Full USPTO retrosynthesis dataset with 1.9M reactions from patents (1976-2016). (1) The reactants are: [Br:1][C:2]1[CH:3]=[CH:4][C:5]2[O:6][CH2:7][CH:8]([CH3:12])[NH:9][C:10]=2[N:11]=1.[H-].[Na+].I[CH3:16]. Given the product [Br:1][C:2]1[CH:3]=[CH:4][C:5]2[O:6][CH2:7][CH:8]([CH3:12])[N:9]([CH3:16])[C:10]=2[N:11]=1, predict the reactants needed to synthesize it. (2) Given the product [NH:1]1[C:5]2=[N:6][CH:7]=[C:8]([O:10][C:11]3[CH:20]=[C:19]([N:21]4[CH2:22][CH2:23][N:24]([CH2:27][C:28]5[CH2:29][C:30]6([CH2:36][CH2:37][C:38]=5[C:39]5[CH:40]=[CH:41][C:42]([Cl:45])=[CH:43][CH:44]=5)[CH2:31][CH2:32][N:33]([CH:47]([CH3:49])[CH3:46])[CH2:34][CH2:35]6)[CH2:25][CH2:26]4)[CH:18]=[CH:17][C:12]=3[C:13]([O:15][CH3:16])=[O:14])[CH:9]=[C:4]2[CH:3]=[CH:2]1, predict the reactants needed to synthesize it. The reactants are: [NH:1]1[C:5]2=[N:6][CH:7]=[C:8]([O:10][C:11]3[CH:20]=[C:19]([N:21]4[CH2:26][CH2:25][N:24]([CH2:27][C:28]5[CH2:29][C:30]6([CH2:36][CH2:37][C:38]=5[C:39]5[CH:44]=[CH:43][C:42]([Cl:45])=[CH:41][CH:40]=5)[CH2:35][CH2:34][NH:33][CH2:32][CH2:31]6)[CH2:23][CH2:22]4)[CH:18]=[CH:17][C:12]=3[C:13]([O:15][CH3:16])=[O:14])[CH:9]=[C:4]2[CH:3]=[CH:2]1.[CH3:46][C:47]([CH3:49])=O.C(O[BH-](OC(=O)C)OC(=O)C)(=O)C.[Na+]. (3) Given the product [CH3:50][O:51][C:52]1[CH:57]=[CH:56][C:55]([C:58]2[CH:63]=[CH:62][CH:61]=[C:60]([NH:64][C:23]([C:18]3[C:19](=[O:22])[O:20][C:21]4[C:16]([CH:17]=3)=[CH:15][CH:14]=[CH:13][C:12]=4[O:11][CH3:10])=[O:25])[CH:59]=2)=[CH:54][C:53]=1[CH3:65], predict the reactants needed to synthesize it. The reactants are: CCN(C(C)C)C(C)C.[CH3:10][O:11][C:12]1[CH:13]=[CH:14][CH:15]=[C:16]2[C:21]=1[O:20][C:19](=[O:22])[C:18]([C:23]([OH:25])=O)=[CH:17]2.CN(C(ON1N=NC2C=CC=NC1=2)=[N+](C)C)C.F[P-](F)(F)(F)(F)F.[CH3:50][O:51][C:52]1[CH:57]=[CH:56][C:55]([C:58]2[CH:63]=[CH:62][CH:61]=[C:60]([NH2:64])[CH:59]=2)=[CH:54][C:53]=1[CH3:65].